This data is from Reaction yield outcomes from USPTO patents with 853,638 reactions. The task is: Predict the reaction yield, written as a fraction of the theoretical maximum amount of product (1.0 means a 100% yield; for example, 0.34 means a 34% yield). (1) The reactants are [C:1]([N:4]1[C:8]2[CH:9]=[CH:10][CH:11]=[CH:12][C:7]=2[NH:6][C:5]1=[O:13])([CH3:3])=[CH2:2].[C:14]([O:18][CH2:19][CH3:20])(=[O:17])[CH:15]=[CH2:16].[OH-].C([N+](C)(C)C)C1C=CC=CC=1.CO. The catalyst is CN(C=O)C.C(OCC)(=O)C. The product is [CH2:19]([O:18][C:14](=[O:17])[CH2:15][CH2:16][N:6]1[C:7]2[CH:12]=[CH:11][CH:10]=[CH:9][C:8]=2[N:4]([C:1]([CH3:3])=[CH2:2])[C:5]1=[O:13])[CH3:20]. The yield is 0.760. (2) The reactants are [CH2:1]([SH:3])[CH3:2].[H-].[Na+].CS(O[C:11]1[CH:16]=[CH:15][CH:14]=[C:13]([C:17]2[S:18][C:19]3[CH:27]=[CH:26][CH:25]=[CH:24][C:20]=3[C:21](=[O:23])[N:22]=2)[N:12]=1)(=O)=O.[C:28](OCC)(=O)C. The catalyst is CN(C=O)C.O. The product is [CH2:1]([S:3][CH2:28][C:11]1[N:12]=[C:13]([C:17]2[S:18][C:19]3[CH:27]=[CH:26][CH:25]=[CH:24][C:20]=3[C:21](=[O:23])[N:22]=2)[CH:14]=[CH:15][CH:16]=1)[CH3:2]. The yield is 0.240. (3) The reactants are [CH3:1][C:2]([N:6]1[CH2:11][CH2:10][N:9]([CH3:12])[CH2:8][CH2:7]1)([CH3:5])[CH:3]=O.N1CCCC1.[Si](Cl)(C)(C)C.[NH2:23][C:24]1[N:29]=[CH:28][N:27]=[C:26]2[N:30]([CH2:47][C@@H:48]3[CH2:52][CH2:51][CH2:50][N:49]3[C:53](=[O:57])[CH2:54][C:55]#[N:56])[N:31]=[C:32]([C:33]3[CH:38]=[CH:37][C:36]([O:39][C:40]4[CH:45]=[CH:44][CH:43]=[CH:42][CH:41]=4)=[CH:35][C:34]=3[F:46])[C:25]=12. The catalyst is CC#N.O. The product is [NH2:23][C:24]1[N:29]=[CH:28][N:27]=[C:26]2[N:30]([CH2:47][C@@H:48]3[CH2:52][CH2:51][CH2:50][N:49]3[C:53]([C:54](=[CH:3][C:2]([CH3:5])([N:6]3[CH2:11][CH2:10][N:9]([CH3:12])[CH2:8][CH2:7]3)[CH3:1])[C:55]#[N:56])=[O:57])[N:31]=[C:32]([C:33]3[CH:38]=[CH:37][C:36]([O:39][C:40]4[CH:41]=[CH:42][CH:43]=[CH:44][CH:45]=4)=[CH:35][C:34]=3[F:46])[C:25]=12. The yield is 0.0200. (4) The reactants are Cl.[CH:2]([N:5]1[C:13]2[C:8](=[CH:9][C:10]([C:14]3[O:18][N:17]=[C:16]([C:19]4[CH:28]=[CH:27][CH:26]=[C:25]5[C:20]=4[CH2:21][CH2:22][NH:23][CH2:24]5)[N:15]=3)=[CH:11][CH:12]=2)[C:7]([C:29]#[N:30])=[CH:6]1)([CH3:4])[CH3:3].Br[CH2:32][C:33]([O:35][CH2:36][CH3:37])=[O:34]. No catalyst specified. The product is [CH2:36]([O:35][C:33](=[O:34])[CH2:32][N:23]1[CH2:22][CH2:21][C:20]2[C:25](=[CH:26][CH:27]=[CH:28][C:19]=2[C:16]2[N:15]=[C:14]([C:10]3[CH:9]=[C:8]4[C:13](=[CH:12][CH:11]=3)[N:5]([CH:2]([CH3:4])[CH3:3])[CH:6]=[C:7]4[C:29]#[N:30])[O:18][N:17]=2)[CH2:24]1)[CH3:37]. The yield is 0.800. (5) The reactants are [C:1]1([N:7]([C:17]2[CH:22]=[CH:21][CH:20]=[CH:19][CH:18]=2)[C:8]2[CH:13]=[CH:12][C:11](B(O)O)=[CH:10][CH:9]=2)[CH:6]=[CH:5][CH:4]=[CH:3][CH:2]=1.I[C:24]1[CH:29]=[CH:28][C:27]([Br:30])=[CH:26][CH:25]=1.C([O-])([O-])=O.[Na+].[Na+]. The catalyst is C1COCC1.O.C1C=CC([P]([Pd]([P](C2C=CC=CC=2)(C2C=CC=CC=2)C2C=CC=CC=2)([P](C2C=CC=CC=2)(C2C=CC=CC=2)C2C=CC=CC=2)[P](C2C=CC=CC=2)(C2C=CC=CC=2)C2C=CC=CC=2)(C2C=CC=CC=2)C2C=CC=CC=2)=CC=1. The product is [Br:30][C:27]1[CH:28]=[CH:29][C:24]([C:11]2[CH:12]=[CH:13][C:8]([N:7]([C:1]3[CH:6]=[CH:5][CH:4]=[CH:3][CH:2]=3)[C:17]3[CH:22]=[CH:21][CH:20]=[CH:19][CH:18]=3)=[CH:9][CH:10]=2)=[CH:25][CH:26]=1. The yield is 0.870. (6) The reactants are [C:1]1([C:11]2([CH2:16]OS(C)(=O)=O)[CH2:15][CH2:14][CH2:13][CH2:12]2)[C:10]2[C:5](=[CH:6][CH:7]=[CH:8][CH:9]=2)[CH:4]=[CH:3][CH:2]=1.[C-:22]#[N:23].[Na+].C(OCC)(=O)C. The catalyst is CS(C)=O.CCCCCC. The product is [C:1]1([C:11]2([CH2:16][C:22]#[N:23])[CH2:15][CH2:14][CH2:13][CH2:12]2)[C:10]2[C:5](=[CH:6][CH:7]=[CH:8][CH:9]=2)[CH:4]=[CH:3][CH:2]=1. The yield is 0.440. (7) The reactants are [Si:1]([O:8][CH2:9][C@@H:10]1[CH2:14][C:13]([CH3:15])=[CH:12][N:11]1[C:16]([C:18]1[CH:23]=[C:22]([O:24][CH3:25])[C:21]([O:26][Si:27]([CH:34]([CH3:36])[CH3:35])([CH:31]([CH3:33])[CH3:32])[CH:28]([CH3:30])[CH3:29])=[CH:20][C:19]=1[N+:37]([O-])=O)=[O:17])([C:4]([CH3:7])([CH3:6])[CH3:5])([CH3:3])[CH3:2]. The catalyst is C(O)=O.C(O)C.[Zn]. The product is [NH2:37][C:19]1[CH:20]=[C:21]([O:26][Si:27]([CH:28]([CH3:29])[CH3:30])([CH:34]([CH3:36])[CH3:35])[CH:31]([CH3:33])[CH3:32])[C:22]([O:24][CH3:25])=[CH:23][C:18]=1[C:16]([N:11]1[CH:12]=[C:13]([CH3:15])[CH2:14][C@H:10]1[CH2:9][O:8][Si:1]([C:4]([CH3:7])([CH3:6])[CH3:5])([CH3:2])[CH3:3])=[O:17]. The yield is 0.800. (8) The reactants are [CH2:1]([N:5]1[C:13]([N:14]2[CH2:19][CH2:18][NH:17][C@H:16]([CH3:20])[CH2:15]2)=[N:12][C:11]2[C:6]1=[N:7][C:8]([C:27]1[CH:28]=[N:29][C:30]([NH2:33])=[N:31][CH:32]=1)=[N:9][C:10]=2[N:21]1[CH2:26][CH2:25][O:24][CH2:23][CH2:22]1)[CH:2]([CH3:4])[CH3:3].C(N(CC)CC)C.[S:41](Cl)([CH3:44])(=[O:43])=[O:42]. The catalyst is O1CCCC1. The product is [CH2:1]([N:5]1[C:13]([N:14]2[CH2:19][CH2:18][N:17]([S:41]([CH3:44])(=[O:43])=[O:42])[C@H:16]([CH3:20])[CH2:15]2)=[N:12][C:11]2[C:6]1=[N:7][C:8]([C:27]1[CH:32]=[N:31][C:30]([NH2:33])=[N:29][CH:28]=1)=[N:9][C:10]=2[N:21]1[CH2:26][CH2:25][O:24][CH2:23][CH2:22]1)[CH:2]([CH3:4])[CH3:3]. The yield is 0.620. (9) The reactants are [Br:1][CH2:2][C:3]1[CH:13]=[C:12]([CH2:14]Br)[C:6]([C:7]([O:9][CH2:10][CH3:11])=[O:8])=[CH:5][C:4]=1[C:16]([O:18][CH2:19][CH3:20])=[O:17].ClCC1C(C)=C(CCl)C(C)=CC=1C.[NH2:34][C:35]([NH2:37])=[S:36]. No catalyst specified. The product is [BrH:1].[BrH:1].[C:35]([S:36][CH2:2][C:3]1[CH:13]=[C:12]([CH2:14][S:36][C:35](=[NH:34])[NH2:37])[C:6]([C:7]([O:9][CH2:10][CH3:11])=[O:8])=[CH:5][C:4]=1[C:16]([O:18][CH2:19][CH3:20])=[O:17])(=[NH:37])[NH2:34]. The yield is 0.540.